From a dataset of Full USPTO retrosynthesis dataset with 1.9M reactions from patents (1976-2016). Predict the reactants needed to synthesize the given product. The reactants are: [C:1]([C:3]1[N:8]=[C:7]([CH2:9][CH2:10][C:11]([O:13][C:14]([CH3:17])([CH3:16])[CH3:15])=[O:12])[CH:6]=[C:5]([S:18]([CH3:21])(=[O:20])=[O:19])[CH:4]=1)#[N:2].[Cl:22][C:23]1[CH:24]=[C:25]([SH:33])[C:26](=[CH:31][CH:32]=1)[C:27](OC)=[O:28].C(N(CC)CC)C. Given the product [Cl:22][C:23]1[CH:32]=[CH:31][C:26]2[C:27](=[O:28])[N:2]=[C:1]([C:3]3[N:8]=[C:7]([CH2:9][CH2:10][C:11]([O:13][C:14]([CH3:15])([CH3:16])[CH3:17])=[O:12])[CH:6]=[C:5]([S:18]([CH3:21])(=[O:20])=[O:19])[CH:4]=3)[S:33][C:25]=2[CH:24]=1, predict the reactants needed to synthesize it.